Task: Predict the product of the given reaction.. Dataset: Forward reaction prediction with 1.9M reactions from USPTO patents (1976-2016) (1) The product is: [Cl:1][C:2]1[CH:3]=[C:4]([C:8]2[NH:13][C:16](=[O:18])[O:10][CH:9]=2)[CH:5]=[CH:6][CH:7]=1. Given the reactants [Cl:1][C:2]1[CH:3]=[C:4]([C:8](=O)[CH2:9][OH:10])[CH:5]=[CH:6][CH:7]=1.[C-]#[N:13].[K+].C[CH:16]([OH:18])C.C(O)(=O)C, predict the reaction product. (2) Given the reactants Br[CH2:2][CH2:3][O:4][C:5]1[CH:12]=[CH:11][C:8]([C:9]#[N:10])=[CH:7][C:6]=1[F:13].[C:14]([O:18][C:19]([N:21]1[CH2:28][CH:27]2[O:29][CH:23]([CH2:24][NH:25][CH2:26]2)[CH2:22]1)=[O:20])([CH3:17])([CH3:16])[CH3:15].C([O-])([O-])=O.[K+].[K+], predict the reaction product. The product is: [C:14]([O:18][C:19]([N:21]1[CH2:22][CH:23]2[O:29][CH:27]([CH2:26][N:25]([CH2:2][CH2:3][O:4][C:5]3[CH:12]=[CH:11][C:8]([C:9]#[N:10])=[CH:7][C:6]=3[F:13])[CH2:24]2)[CH2:28]1)=[O:20])([CH3:17])([CH3:15])[CH3:16].